This data is from Catalyst prediction with 721,799 reactions and 888 catalyst types from USPTO. The task is: Predict which catalyst facilitates the given reaction. (1) Reactant: [O:1]1[C:6]2[CH:7]=[CH:8][CH:9]=[CH:10][C:5]=2[O:4][CH2:3][CH:2]1[CH2:11][NH2:12].C(N(CC)CC)C.[CH3:20][N:21]([CH3:26])[S:22](Cl)(=[O:24])=[O:23]. Product: [O:1]1[C:6]2[CH:7]=[CH:8][CH:9]=[CH:10][C:5]=2[O:4][CH2:3][CH:2]1[CH2:11][NH:12][S:22]([N:21]([CH3:26])[CH3:20])(=[O:24])=[O:23]. The catalyst class is: 3. (2) Reactant: [OH:1][CH2:2][CH2:3][O:4][C@H:5]1[CH2:10][CH2:9][C@H:8]([N:11]2[C:16](=[O:17])[C:15]([CH2:18][C:19]3[CH:24]=[CH:23][C:22]([C:25]4[C:26]([C:31]#[N:32])=[CH:27][CH:28]=[CH:29][CH:30]=4)=[CH:21][CH:20]=3)=[C:14]([CH2:33][CH2:34][CH3:35])[N:13]3[N:36]=[CH:37][N:38]=[C:12]23)[CH2:7][CH2:6]1.C(N(CC)CC)C.Cl. Product: [O:17]=[C:16]1[C:15]([CH2:18][C:19]2[CH:24]=[CH:23][C:22]([C:25]3[C:26]([C:31]#[N:32])=[CH:27][CH:28]=[CH:29][CH:30]=3)=[CH:21][CH:20]=2)=[C:14]([CH2:33][CH2:34][CH3:35])[N:13]2[N:36]=[CH:37][N:38]=[C:12]2[N:11]1[C@H:8]1[CH2:7][CH2:6][C@H:5]([O:4][CH2:3][CH:2]=[O:1])[CH2:10][CH2:9]1. The catalyst class is: 16.